This data is from Full USPTO retrosynthesis dataset with 1.9M reactions from patents (1976-2016). The task is: Predict the reactants needed to synthesize the given product. (1) Given the product [ClH:18].[ClH:17].[NH2:22][C:21]1[CH:23]=[CH:24][CH:25]=[CH:26][C:20]=1[CH2:19][S:13][C:11]1[NH:10][C:9]2[CH:14]=[C:5]([C:3]([O:2][CH3:1])=[O:4])[C:6]([O:15][CH3:16])=[CH:7][C:8]=2[N:12]=1, predict the reactants needed to synthesize it. The reactants are: [CH3:1][O:2][C:3]([C:5]1[C:6]([O:15][CH3:16])=[CH:7][C:8]2[N:12]=[C:11]([SH:13])[NH:10][C:9]=2[CH:14]=1)=[O:4].[ClH:17].[Cl:18][CH2:19][C:20]1[CH:26]=[CH:25][CH:24]=[CH:23][C:21]=1[NH2:22]. (2) Given the product [CH:13]1([O:12][C:3]2[C:2]([C:23]3[CH:28]=[CH:27][CH:26]=[CH:25][N:24]=3)=[CH:11][C:6]([C:7]([O:9][CH3:10])=[O:8])=[CH:5][N:4]=2)[CH2:17][CH2:16][CH2:15][CH2:14]1, predict the reactants needed to synthesize it. The reactants are: Br[C:2]1[C:3]([O:12][CH:13]2[CH2:17][CH2:16][CH2:15][CH2:14]2)=[N:4][CH:5]=[C:6]([CH:11]=1)[C:7]([O:9][CH3:10])=[O:8].C([Sn](CCCC)(CCCC)[C:23]1[CH:28]=[CH:27][CH:26]=[CH:25][N:24]=1)CCC. (3) Given the product [C:33]([O:36][CH:37]([O:39][C:40]([NH:4][C:2]([C:5]1[CH:6]=[CH:7][C:8]([CH2:9][N:10]2[CH2:15][CH2:14][N:13]([S:16]([C:19]3[CH2:20][O:21][C:22]4[CH:28]=[C:27]([Cl:29])[CH:26]=[CH:25][C:23]=4[CH:24]=3)(=[O:18])=[O:17])[CH2:12][C:11]2=[O:30])=[CH:31][CH:32]=1)=[NH:3])=[O:41])[CH3:38])(=[O:35])[CH3:34], predict the reactants needed to synthesize it. The reactants are: Cl.[C:2]([C:5]1[CH:32]=[CH:31][C:8]([CH2:9][N:10]2[CH2:15][CH2:14][N:13]([S:16]([C:19]3[CH2:20][O:21][C:22]4[CH:28]=[C:27]([Cl:29])[CH:26]=[CH:25][C:23]=4[CH:24]=3)(=[O:18])=[O:17])[CH2:12][C:11]2=[O:30])=[CH:7][CH:6]=1)(=[NH:4])[NH2:3].[C:33]([O:36][CH:37]([O:39][C:40](OC1C=CC([N+]([O-])=O)=CC=1)=[O:41])[CH3:38])(=[O:35])[CH3:34].C(N(C(C)C)CC)(C)C. (4) Given the product [Cl:31][C:4]1[CH:5]=[C:6]2[C:10](=[C:2]([NH:1][CH:32]3[CH2:36][CH2:35][CH2:34][CH2:33]3)[CH:3]=1)[NH:9][C:8]([C:11]([NH2:13])=[O:12])=[C:7]2[S:14]([N:17]1[CH2:22][CH2:21][O:20][C@H:19]([CH2:23][O:24][C:25]2[CH:26]=[CH:27][CH:28]=[CH:29][CH:30]=2)[CH2:18]1)(=[O:16])=[O:15], predict the reactants needed to synthesize it. The reactants are: [NH2:1][C:2]1[CH:3]=[C:4]([Cl:31])[CH:5]=[C:6]2[C:10]=1[NH:9][C:8]([C:11]([NH2:13])=[O:12])=[C:7]2[S:14]([N:17]1[CH2:22][CH2:21][O:20][C@H:19]([CH2:23][O:24][C:25]2[CH:30]=[CH:29][CH:28]=[CH:27][CH:26]=2)[CH2:18]1)(=[O:16])=[O:15].[C:32]1(=O)[CH2:36][CH2:35][CH2:34][CH2:33]1.CCN(C(C)C)C(C)C.C(O[BH-](OC(=O)C)OC(=O)C)(=O)C.[Na+]. (5) The reactants are: [CH2:1]([O:8][C@H:9]1[C@H:14]([O:15][CH2:16][C:17]2[CH:22]=[CH:21][CH:20]=[CH:19][CH:18]=2)[C@@H:13]([O:23][CH2:24][C:25]2[CH:30]=[CH:29][CH:28]=[CH:27][CH:26]=2)[CH:12]([C:31]2[CH:36]=[CH:35][C:34]([Cl:37])=[C:33]([CH2:38]Br)[CH:32]=2)[O:11][C@@H:10]1[CH2:40][O:41][CH2:42][C:43]1[CH:48]=[CH:47][CH:46]=[CH:45][CH:44]=1)[C:2]1[CH:7]=[CH:6][CH:5]=[CH:4][CH:3]=1.[C-:49]#[N:50].[K+]. Given the product [Cl:37][C:34]1[CH:35]=[CH:36][C:31]([CH:12]2[C@H:13]([O:23][CH2:24][C:25]3[CH:26]=[CH:27][CH:28]=[CH:29][CH:30]=3)[C@@H:14]([O:15][CH2:16][C:17]3[CH:22]=[CH:21][CH:20]=[CH:19][CH:18]=3)[C@H:9]([O:8][CH2:1][C:2]3[CH:3]=[CH:4][CH:5]=[CH:6][CH:7]=3)[C@@H:10]([CH2:40][O:41][CH2:42][C:43]3[CH:44]=[CH:45][CH:46]=[CH:47][CH:48]=3)[O:11]2)=[CH:32][C:33]=1[CH2:38][C:49]#[N:50], predict the reactants needed to synthesize it. (6) Given the product [CH:20]1([C:18]([C:12]2[CH:13]=[C:14]([CH3:17])[CH:15]=[CH:16][C:11]=2[NH:10][C:8]([NH:7][C:5]2[S:6][C:2]([S:34][C:33]3[N:25]=[CH:26][N:27]=[C:28]4[C:32]=3[NH:31][CH:30]=[N:29]4)=[CH:3][N:4]=2)=[O:9])=[O:19])[CH2:24][CH2:23][CH2:22][CH2:21]1, predict the reactants needed to synthesize it. The reactants are: Br[C:2]1[S:6][C:5]([NH:7][C:8]([NH:10][C:11]2[CH:16]=[CH:15][C:14]([CH3:17])=[CH:13][C:12]=2[C:18]([CH:20]2[CH2:24][CH2:23][CH2:22][CH2:21]2)=[O:19])=[O:9])=[N:4][CH:3]=1.[N:25]1[C:33]([SH:34])=[C:32]2[C:28]([N:29]=[CH:30][NH:31]2)=[N:27][CH:26]=1. (7) The reactants are: C1COCC1.[ClH:6].[NH2:7][C@H:8]([C@H:24]([C:29]1[CH:34]=[C:33]([F:35])[CH:32]=[C:31]([F:36])[CH:30]=1)[C:25]([F:28])([F:27])[F:26])[C:9](N1[C@@H](CC2C=CC=CC=2)COC1=O)=[O:10].[Li+].[BH4-].Cl. Given the product [ClH:6].[NH2:7][C@H:8]([C@H:24]([C:29]1[CH:30]=[C:31]([F:36])[CH:32]=[C:33]([F:35])[CH:34]=1)[C:25]([F:26])([F:27])[F:28])[CH2:9][OH:10], predict the reactants needed to synthesize it.